From a dataset of Merck oncology drug combination screen with 23,052 pairs across 39 cell lines. Regression. Given two drug SMILES strings and cell line genomic features, predict the synergy score measuring deviation from expected non-interaction effect. (1) Drug 1: CC(=O)OC1C(=O)C2(C)C(O)CC3OCC3(OC(C)=O)C2C(OC(=O)c2ccccc2)C2(O)CC(OC(=O)C(O)C(NC(=O)c3ccccc3)c3ccccc3)C(C)=C1C2(C)C. Drug 2: CC(C)CC(NC(=O)C(Cc1ccccc1)NC(=O)c1cnccn1)B(O)O. Cell line: EFM192B. Synergy scores: synergy=-68.7. (2) Drug 1: COc1cccc2c1C(=O)c1c(O)c3c(c(O)c1C2=O)CC(O)(C(=O)CO)CC3OC1CC(N)C(O)C(C)O1. Drug 2: Cc1nc(Nc2ncc(C(=O)Nc3c(C)cccc3Cl)s2)cc(N2CCN(CCO)CC2)n1. Cell line: ES2. Synergy scores: synergy=7.00. (3) Drug 1: Nc1ccn(C2OC(CO)C(O)C2(F)F)c(=O)n1. Drug 2: NC1(c2ccc(-c3nc4ccn5c(=O)[nH]nc5c4cc3-c3ccccc3)cc2)CCC1. Cell line: SW837. Synergy scores: synergy=30.7. (4) Drug 1: CN1C(=O)C=CC2(C)C3CCC4(C)C(NC(=O)OCC(F)(F)F)CCC4C3CCC12. Drug 2: Cn1cc(-c2cnn3c(N)c(Br)c(C4CCCNC4)nc23)cn1. Cell line: PA1. Synergy scores: synergy=7.89. (5) Drug 2: COC1=C2CC(C)CC(OC)C(O)C(C)C=C(C)C(OC(N)=O)C(OC)C=CC=C(C)C(=O)NC(=CC1=O)C2=O. Cell line: MSTO. Synergy scores: synergy=12.1. Drug 1: O=C(CCCCCCC(=O)Nc1ccccc1)NO. (6) Drug 1: CCC1=CC2CN(C1)Cc1c([nH]c3ccccc13)C(C(=O)OC)(c1cc3c(cc1OC)N(C)C1C(O)(C(=O)OC)C(OC(C)=O)C4(CC)C=CCN5CCC31C54)C2. Drug 2: Cc1nc(Nc2ncc(C(=O)Nc3c(C)cccc3Cl)s2)cc(N2CCN(CCO)CC2)n1. Cell line: DLD1. Synergy scores: synergy=19.8. (7) Drug 1: CC(=O)OC1C(=O)C2(C)C(O)CC3OCC3(OC(C)=O)C2C(OC(=O)c2ccccc2)C2(O)CC(OC(=O)C(O)C(NC(=O)c3ccccc3)c3ccccc3)C(C)=C1C2(C)C. Drug 2: Cn1c(=O)n(-c2ccc(C(C)(C)C#N)cc2)c2c3cc(-c4cnc5ccccc5c4)ccc3ncc21. Cell line: LNCAP. Synergy scores: synergy=40.7. (8) Drug 1: CCN(CC)CCNC(=O)c1c(C)[nH]c(C=C2C(=O)Nc3ccc(F)cc32)c1C. Drug 2: Cn1cc(-c2cnn3c(N)c(Br)c(C4CCCNC4)nc23)cn1. Cell line: RPMI7951. Synergy scores: synergy=-16.7.